From a dataset of Reaction yield outcomes from USPTO patents with 853,638 reactions. Predict the reaction yield, written as a fraction of the theoretical maximum amount of product (1.0 means a 100% yield; for example, 0.34 means a 34% yield). (1) The reactants are [O:1]=[C:2]([CH2:6][CH3:7])[C:3]([OH:5])=[O:4].[CH2:8](O)[C:9]1[CH:14]=[CH:13][CH:12]=[CH:11][CH:10]=1.O. The catalyst is C1C=CC=CC=1. The product is [CH2:8]([O:4][C:3](=[O:5])[C:2](=[O:1])[CH2:6][CH3:7])[C:9]1[CH:14]=[CH:13][CH:12]=[CH:11][CH:10]=1. The yield is 0.600. (2) The reactants are [C:1]1([N:7]2[C:12](=[O:13])[C:11]3[S:14][CH:15]=[C:16]([C:17]4[CH:22]=[CH:21][CH:20]=[CH:19][CH:18]=4)[C:10]=3[N:9]=[CH:8]2)[CH:6]=[CH:5][CH:4]=[CH:3][CH:2]=1.[NH2:23][C:24]1C(C2C=CC=CC=2)=CSC=1C(OC)=O.C(OCC)(OCC)OCC.NC1C=CC(C#N)=CC=1. The catalyst is C(O)(=O)C. The product is [O:13]=[C:12]1[N:7]([C:1]2[CH:6]=[CH:5][C:4]([C:24]#[N:23])=[CH:3][CH:2]=2)[CH:8]=[N:9][C:10]2[C:16]([C:17]3[CH:18]=[CH:19][CH:20]=[CH:21][CH:22]=3)=[CH:15][S:14][C:11]1=2. The yield is 0.270. (3) The reactants are [Br:1][C:2]1[CH:3]=[C:4]2[C:8](=[C:9]([C:11]([O:13][CH3:14])=[O:12])[CH:10]=1)[NH:7][CH2:6][CH2:5]2. The catalyst is O1CCCC1.[O-2].[O-2].[Mn+4]. The product is [Br:1][C:2]1[CH:3]=[C:4]2[C:8](=[C:9]([C:11]([O:13][CH3:14])=[O:12])[CH:10]=1)[NH:7][CH:6]=[CH:5]2. The yield is 0.800. (4) The reactants are [NH2:1][CH2:2][C:3]([C:6]1[NH:7][C:8]2[C:13]([CH:14]=1)=[CH:12][C:11]([NH:15][C:16]([C:18]1([C:21]3[CH:29]=[CH:28][C:24]4[O:25][CH2:26][O:27][C:23]=4[CH:22]=3)[CH2:20][CH2:19]1)=[O:17])=[CH:10][CH:9]=2)([CH3:5])[CH3:4].N1C=CC=CC=1.[C:36](OC(=O)C)(=[O:38])[CH3:37].O. The catalyst is ClCCl. The product is [C:36]([NH:1][CH2:2][C:3]([C:6]1[NH:7][C:8]2[C:13]([CH:14]=1)=[CH:12][C:11]([NH:15][C:16]([C:18]1([C:21]3[CH:29]=[CH:28][C:24]4[O:25][CH2:26][O:27][C:23]=4[CH:22]=3)[CH2:20][CH2:19]1)=[O:17])=[CH:10][CH:9]=2)([CH3:4])[CH3:5])(=[O:38])[CH3:37]. The yield is 0.730. (5) The reactants are [Cl:1][C:2]1[CH:7]=[CH:6][C:5]([C:8]([C:28]2[CH:29]=[C:30]3[C:35](=[CH:36][CH:37]=2)[N:34]([CH3:38])[C:33](=[O:39])[CH:32]=[C:31]3[C:40]2[CH:45]=[CH:44][CH:43]=[CH:42][CH:41]=2)([OH:27])[C:9]2[N:10]=[C:11]([Si](CC)(CC)CC)[N:12]([S:14]([N:17]([CH3:19])[CH3:18])(=[O:16])=[O:15])[CH:13]=2)=[CH:4][CH:3]=1.[NH4+].[OH-]. The catalyst is S(=O)(=O)(O)O.O. The product is [Cl:1][C:2]1[CH:7]=[CH:6][C:5]([C:8]([C:28]2[CH:29]=[C:30]3[C:35](=[CH:36][CH:37]=2)[N:34]([CH3:38])[C:33](=[O:39])[CH:32]=[C:31]3[C:40]2[CH:41]=[CH:42][CH:43]=[CH:44][CH:45]=2)([OH:27])[C:9]2[N:10]=[CH:11][N:12]([S:14]([N:17]([CH3:18])[CH3:19])(=[O:15])=[O:16])[CH:13]=2)=[CH:4][CH:3]=1. The yield is 0.110. (6) The product is [Cl:39][C:8]1[C:7]([O:6][CH2:5][C@@H:4]([NH:23][C:24](=[O:30])[O:25][C:26]([CH3:29])([CH3:28])[CH3:27])[CH2:3][CH:2]([CH3:31])[CH3:1])=[CH:22][C:11]2[N:12]([CH3:21])[C:13](=[O:20])[C:14]3[C:19]([C:10]=2[CH:9]=1)=[CH:18][CH:17]=[N:16][CH:15]=3. No catalyst specified. The yield is 0.610. The reactants are [CH3:1][CH:2]([CH3:31])[CH2:3][C@H:4]([NH:23][C:24](=[O:30])[O:25][C:26]([CH3:29])([CH3:28])[CH3:27])[CH2:5][O:6][C:7]1[CH:8]=[CH:9][C:10]2[C:19]3[C:14](=[CH:15][N:16]=[CH:17][CH:18]=3)[C:13](=[O:20])[N:12]([CH3:21])[C:11]=2[CH:22]=1.C1C(=O)N([Cl:39])C(=O)C1. (7) The reactants are [OH-:1].[K+].[CH3:3][C:4]([N:23]1[CH2:27][CH2:26][C@H:25]([O:28][C:29]2[CH:34]=[CH:33][CH:32]=[CH:31][CH:30]=2)[CH2:24]1)([CH3:22])[CH2:5][CH2:6][C:7]([C:16]1[CH:21]=[CH:20][CH:19]=[CH:18][CH:17]=1)([C:10]1[CH:15]=[CH:14][CH:13]=[CH:12][CH:11]=1)[C:8]#[N:9]. The catalyst is CC(O)(CC)CC. The product is [CH3:22][C:4]([N:23]1[CH2:27][CH2:26][C@H:25]([O:28][C:29]2[CH:34]=[CH:33][CH:32]=[CH:31][CH:30]=2)[CH2:24]1)([CH3:3])[CH2:5][CH2:6][C:7]([C:16]1[CH:17]=[CH:18][CH:19]=[CH:20][CH:21]=1)([C:10]1[CH:11]=[CH:12][CH:13]=[CH:14][CH:15]=1)[C:8]([NH2:9])=[O:1]. The yield is 0.820. (8) The reactants are [CH2:1]([O:8][C:9]1[CH:10]=[CH:11][C:12](O)=[C:13]([C:15]2([CH2:32][OH:33])[C:23]3[C:18](=[CH:19][CH:20]=[CH:21][CH:22]=3)[N:17]([CH2:24][C:25]3[S:26][C:27]([Cl:30])=[CH:28][CH:29]=3)[C:16]2=[O:31])[CH:14]=1)[C:2]1[CH:7]=[CH:6][CH:5]=[CH:4][CH:3]=1.C(P(CCCC)CCCC)CCC.N(C(OC(C)(C)C)=O)=NC(OC(C)(C)C)=O. The catalyst is O1CCCC1. The product is [CH2:1]([O:8][C:9]1[CH:10]=[CH:11][C:12]2[O:33][CH2:32][C:15]3([C:23]4[C:18](=[CH:19][CH:20]=[CH:21][CH:22]=4)[N:17]([CH2:24][C:25]4[S:26][C:27]([Cl:30])=[CH:28][CH:29]=4)[C:16]3=[O:31])[C:13]=2[CH:14]=1)[C:2]1[CH:3]=[CH:4][CH:5]=[CH:6][CH:7]=1. The yield is 0.900.